From a dataset of Reaction yield outcomes from USPTO patents with 853,638 reactions. Predict the reaction yield, written as a fraction of the theoretical maximum amount of product (1.0 means a 100% yield; for example, 0.34 means a 34% yield). (1) The reactants are [CH:1]1([N:6]2[C:11]3[N:12]=[C:13](S(C)=O)[N:14]=[CH:15][C:10]=3[CH:9]=[C:8]([CH2:19][O:20][CH2:21][CH3:22])[C:7]2=[O:23])[CH2:5][CH2:4][CH2:3][CH2:2]1.[N:24]1([C:30]2[CH:31]=[CH:32][C:33]([NH2:36])=[N:34][CH:35]=2)[CH2:29][CH2:28][O:27][CH2:26][CH2:25]1. The catalyst is C1(C)C=CC=CC=1. The product is [CH:1]1([N:6]2[C:11]3[N:12]=[C:13]([NH:36][C:33]4[CH:32]=[CH:31][C:30]([N:24]5[CH2:25][CH2:26][O:27][CH2:28][CH2:29]5)=[CH:35][N:34]=4)[N:14]=[CH:15][C:10]=3[CH:9]=[C:8]([CH2:19][O:20][CH2:21][CH3:22])[C:7]2=[O:23])[CH2:5][CH2:4][CH2:3][CH2:2]1. The yield is 0.176. (2) The reactants are BrC1C=C(N2C3=NC=CC(C4C=C5C=CN(C[O:29]C)C5=NC=4)=C3C(C(C)C)=N2)C=CC=1C#N.[OH:34][C@H:35]1[CH2:40][CH2:39][C@H:38]([NH:41][C:42]2[CH:49]=[C:48]([N:50]3[C:54]4=[N:55][CH:56]=[CH:57][C:58]([C:59]5[CH:60]=[C:61]6[CH:67]=[CH:66][N:65]([CH2:68][O:69][CH3:70])[C:62]6=[N:63][CH:64]=5)=[C:53]4[C:52]([CH:71]([CH3:73])[CH3:72])=[N:51]3)[CH:47]=[CH:46][C:43]=2[C:44]#[N:45])[CH2:37][CH2:36]1. No catalyst specified. The product is [OH:34][C@H:35]1[CH2:40][CH2:39][C@H:38]([NH:41][C:42]2[CH:49]=[C:48]([N:50]3[C:54]4=[N:55][CH:56]=[CH:57][C:58]([C:59]5[CH:60]=[C:61]6[CH:67]=[CH:66][N:65]([CH2:68][O:69][CH3:70])[C:62]6=[N:63][CH:64]=5)=[C:53]4[C:52]([CH:71]([CH3:73])[CH3:72])=[N:51]3)[CH:47]=[CH:46][C:43]=2[C:44]([NH2:45])=[O:29])[CH2:37][CH2:36]1. The yield is 0.450.